This data is from Catalyst prediction with 721,799 reactions and 888 catalyst types from USPTO. The task is: Predict which catalyst facilitates the given reaction. (1) Reactant: C(Cl)(=O)C(Cl)=O.CS(C)=O.[OH:11][CH2:12][C:13]1[O:14][C:15]2[CH:21]=[CH:20][C:19]([C:22]3[CH:31]=[CH:30][C:25]([C:26]([O:28][CH3:29])=[O:27])=[CH:24][CH:23]=3)=[CH:18][C:16]=2[CH:17]=1.C(N(CC)CC)C. Product: [CH:12]([C:13]1[O:14][C:15]2[CH:21]=[CH:20][C:19]([C:22]3[CH:31]=[CH:30][C:25]([C:26]([O:28][CH3:29])=[O:27])=[CH:24][CH:23]=3)=[CH:18][C:16]=2[CH:17]=1)=[O:11]. The catalyst class is: 2. (2) Product: [ClH:18].[Cl:25][C:23]1[N:22]=[CH:21][N:20]=[C:19]([N:10]2[C:11]3[CH:17]=[CH:16][CH:15]=[CH:14][C:12]=3[N:13]=[C:9]2/[CH:1]=[CH:2]/[C:3]2[CH:8]=[CH:7][CH:6]=[CH:5][CH:4]=2)[CH:24]=1. The catalyst class is: 5. Reactant: [CH:1]([C:9]1[NH:13][C:12]2[CH:14]=[CH:15][CH:16]=[CH:17][C:11]=2[N:10]=1)=[CH:2][C:3]1[CH:8]=[CH:7][CH:6]=[CH:5][CH:4]=1.[Cl:18][C:19]1[CH:24]=[C:23]([Cl:25])[N:22]=[CH:21][N:20]=1.N1C=CC=CC=1N1C2C=CC=CC=2N=C1/C=C/C1C=CC=CC=1.Cl. (3) Reactant: [OH:1][CH2:2][C:3]1[CH:13]=[CH:12][C:6]([O:7][CH2:8][C:9](=[O:11])[CH3:10])=[CH:5][CH:4]=1.[BH4-].[Na+]. Product: [OH:1][CH2:2][C:3]1[CH:4]=[CH:5][C:6]([O:7][CH2:8][CH:9]([OH:11])[CH3:10])=[CH:12][CH:13]=1. The catalyst class is: 24. (4) Reactant: [CH3:1][C:2]1([CH3:23])[CH:6]([C:7]([O:9]CC)=[O:8])[CH2:5][CH2:4][N:3]1[C:12](=[O:22])[C:13](=[O:21])[NH:14][C@H:15]([CH3:20])[C:16]([F:19])([F:18])[F:17].[Li+].[OH-].CO.Cl. Product: [CH3:23][C:2]1([CH3:1])[CH:6]([C:7]([OH:9])=[O:8])[CH2:5][CH2:4][N:3]1[C:12](=[O:22])[C:13](=[O:21])[NH:14][C@H:15]([CH3:20])[C:16]([F:18])([F:17])[F:19]. The catalyst class is: 20. (5) Reactant: [C:1](/[CH:3]=[CH:4]/[S:5]([C:8]1[CH:13]=[CH:12][C:11]([C:14]([CH3:19])([CH3:18])[C:15]([OH:17])=O)=[CH:10][CH:9]=1)(=[O:7])=[O:6])#[N:2].[CH3:20][O:21][CH2:22][CH2:23][O:24][CH2:25][C:26]1[CH:31]=[CH:30][C:29]([NH2:32])=[CH:28][CH:27]=1.Cl.CN(C)CCCN=C=NCC.ON1C2C=CC=CC=2N=N1. Product: [C:1](/[CH:3]=[CH:4]/[S:5]([C:8]1[CH:9]=[CH:10][C:11]([C:14]([CH3:19])([CH3:18])[C:15]([NH:32][C:29]2[CH:28]=[CH:27][C:26]([CH2:25][O:24][CH2:23][CH2:22][O:21][CH3:20])=[CH:31][CH:30]=2)=[O:17])=[CH:12][CH:13]=1)(=[O:6])=[O:7])#[N:2]. The catalyst class is: 2.